This data is from Full USPTO retrosynthesis dataset with 1.9M reactions from patents (1976-2016). The task is: Predict the reactants needed to synthesize the given product. (1) Given the product [CH2:17]([O:16][C:11](=[O:15])[C:12](=[N:9][NH:8][C:6]1[CH:7]=[C:2]([Cl:1])[CH:3]=[CH:4][C:5]=1[F:10])[CH3:14])[CH3:18], predict the reactants needed to synthesize it. The reactants are: [Cl:1][C:2]1[CH:3]=[CH:4][C:5]([F:10])=[C:6]([NH:8][NH2:9])[CH:7]=1.[C:11]([O:16][CH2:17][CH3:18])(=[O:15])[C:12]([CH3:14])=O.O. (2) The reactants are: [CH3:1][C:2]([O:5][C:6](=[O:17])[NH:7][CH2:8][CH2:9][C@H:10]([C:12]1[CH:16]=[CH:15][O:14][CH:13]=1)[OH:11])([CH3:4])[CH3:3].[Cl:18][C:19]1[C:26]([F:27])=[CH:25][C:22]([C:23]#[N:24])=[C:21](F)[CH:20]=1.[H-].[Na+]. Given the product [CH3:4][C:2]([O:5][C:6](=[O:17])[NH:7][CH2:8][CH2:9][C@@H:10]([O:11][C:21]1[CH:20]=[C:19]([Cl:18])[C:26]([F:27])=[CH:25][C:22]=1[C:23]#[N:24])[C:12]1[CH:16]=[CH:15][O:14][CH:13]=1)([CH3:1])[CH3:3], predict the reactants needed to synthesize it. (3) Given the product [OH:27][C:25]1[CH:24]=[CH:23][C:21]2[N:22]=[C:18]([C:13]3[S:14][C:15]([CH3:17])([CH3:16])[CH:11]([C:9]([NH:8][NH2:7])=[O:10])[N:12]=3)[S:19][C:20]=2[CH:26]=1, predict the reactants needed to synthesize it. The reactants are: CC(C)(OC([NH:7][NH:8][C:9]([CH:11]1[C:15]([CH3:17])([CH3:16])[S:14][C:13]([C:18]2[S:19][C:20]3[CH:26]=[C:25]([OH:27])[CH:24]=[CH:23][C:21]=3[N:22]=2)=[N:12]1)=[O:10])=O)C.FC(F)(F)C(O)=O. (4) Given the product [ClH:16].[OH:7][CH:6]1[O:8][C@H:9]([CH2:14][OH:15])[C@@H:10]([OH:13])[C@H:11]([OH:12])[C@H:5]1[NH2:4], predict the reactants needed to synthesize it. The reactants are: C([NH:4][C@@H:5]1[C@@H:11]([OH:12])[C@H:10]([OH:13])[C@@H:9]([CH2:14][OH:15])[O:8][CH:6]1[OH:7])(=O)C.[ClH:16]. (5) Given the product [F:32][C:31]([F:33])([F:34])[O:30][C:27]1[CH:26]=[CH:25][C:24]([NH:21][C:22]([N:18]2[CH2:19][CH2:20][CH:15]([C:6]3[C:5]4[C:10](=[CH:11][C:12]([O:13][CH3:14])=[C:3]([O:2][CH3:1])[CH:4]=4)[N:9]=[CH:8][N:7]=3)[CH2:16][CH2:17]2)=[O:23])=[CH:29][CH:28]=1, predict the reactants needed to synthesize it. The reactants are: [CH3:1][O:2][C:3]1[CH:4]=[C:5]2[C:10](=[CH:11][C:12]=1[O:13][CH3:14])[N:9]=[CH:8][N:7]=[C:6]2[CH:15]1[CH2:20][CH2:19][NH:18][CH2:17][CH2:16]1.[N:21]([C:24]1[CH:29]=[CH:28][C:27]([O:30][C:31]([F:34])([F:33])[F:32])=[CH:26][CH:25]=1)=[C:22]=[O:23]. (6) Given the product [CH2:1]([C@@H:8]1[CH2:13][N:12]([CH2:14][C:15]2[CH:16]=[CH:17][CH:18]=[CH:19][CH:20]=2)[CH2:11][CH2:10][N:9]1[C:21]([C:23]1[CH:27]=[C:26]([CH3:28])[N:25]([C:29]2[CH:30]=[C:31]([N:35]3[CH2:40][CH2:39][N:38]([C:69](=[O:72])[CH2:53][CH2:54][NH:65][C:63](=[O:78])[CH3:64])[CH2:37][CH2:36]3)[CH:32]=[CH:33][CH:34]=2)[C:24]=1[C:41]1[CH:46]=[CH:45][CH:44]=[CH:43][CH:42]=1)=[O:22])[C:2]1[CH:7]=[CH:6][CH:5]=[CH:4][CH:3]=1, predict the reactants needed to synthesize it. The reactants are: [CH2:1]([C@@H:8]1[CH2:13][N:12]([CH2:14][C:15]2[CH:20]=[CH:19][CH:18]=[CH:17][CH:16]=2)[CH2:11][CH2:10][N:9]1[C:21]([C:23]1[CH:27]=[C:26]([CH3:28])[N:25]([C:29]2[CH:34]=[CH:33][CH:32]=[C:31]([N:35]3[CH2:40][CH2:39][NH:38][CH2:37][CH2:36]3)[CH:30]=2)[C:24]=1[C:41]1[CH:46]=[CH:45][CH:44]=[CH:43][CH:42]=1)=[O:22])[C:2]1[CH:7]=[CH:6][CH:5]=[CH:4][CH:3]=1.CCN=C=NC[CH2:53][CH2:54]N(C)C.Cl.C1C=CC2N(O)N=[N:65][C:63]=2[CH:64]=1.[C:69](=[O:72])(O)[O-].[Na+].CN(C=[O:78])C. (7) Given the product [C:1]([O:5][C:6]([N:8]([C:36]([O:38][C:39]([CH3:42])([CH3:41])[CH3:40])=[O:37])[C:9]1[C:10]([C:22]2[CH:34]=[CH:33][C:25]([C:26]([O:28][C:29]([CH3:31])([CH3:32])[CH3:30])=[O:27])=[C:24]([F:35])[CH:23]=2)=[N:11][C:12]([CH:15]2[CH2:20][CH2:19][CH2:18][C:17](=[O:21])[CH2:16]2)=[CH:13][N:14]=1)=[O:7])([CH3:2])([CH3:3])[CH3:4], predict the reactants needed to synthesize it. The reactants are: [C:1]([O:5][C:6]([N:8]([C:36]([O:38][C:39]([CH3:42])([CH3:41])[CH3:40])=[O:37])[C:9]1[C:10]([C:22]2[CH:34]=[CH:33][C:25]([C:26]([O:28][C:29]([CH3:32])([CH3:31])[CH3:30])=[O:27])=[C:24]([F:35])[CH:23]=2)=[N:11][C:12]([C:15]2[CH2:20][CH2:19][CH2:18][C:17](=[O:21])[CH:16]=2)=[CH:13][N:14]=1)=[O:7])([CH3:4])([CH3:3])[CH3:2].